The task is: Predict the reaction yield, written as a fraction of the theoretical maximum amount of product (1.0 means a 100% yield; for example, 0.34 means a 34% yield).. This data is from Reaction yield outcomes from USPTO patents with 853,638 reactions. The catalyst is [OH-].[Na+]. The product is [N:2]12[CH2:9][CH2:8][CH:5]([CH2:6][CH2:7]1)[C@@H:4]([OH:10])[CH2:3]2. The reactants are Cl.[N:2]12[CH2:9][CH2:8][CH:5]([CH2:6][CH2:7]1)[C@@H:4]([OH:10])[CH2:3]2. The yield is 0.990.